From a dataset of Reaction yield outcomes from USPTO patents with 853,638 reactions. Predict the reaction yield, written as a fraction of the theoretical maximum amount of product (1.0 means a 100% yield; for example, 0.34 means a 34% yield). (1) The catalyst is CN(C=O)C. The product is [Br:1][C:2]1[C:14]2[C:13]3[C:8](=[CH:9][C:10]([O:16][CH3:15])=[CH:11][CH:12]=3)[NH:7][C:6]=2[N:5]=[CH:4][CH:3]=1. The yield is 0.400. The reactants are [Br:1][C:2]1[C:14]2[C:13]3[C:8](=[CH:9][CH:10]=[CH:11][CH:12]=3)[NH:7][C:6]=2[N:5]=[CH:4][CH:3]=1.[CH3:15][O:16]C1C=C2C(C3C(=[N+]([O-])C=CC=3)N2)=CC=1.P(Br)(Br)(Br)=O. (2) The reactants are [SH:1][CH2:2][CH2:3][CH2:4][CH2:5][CH2:6][CH2:7][OH:8].Cl[CH2:10][C:11]([C:13]1[CH:22]=[CH:21][C:16]2[NH:17][C:18](=[O:20])[NH:19][C:15]=2[CH:14]=1)=[O:12].C(=O)([O-])[O-].[K+].[K+]. The catalyst is O1CCCC1. The product is [OH:8][CH2:7][CH2:6][CH2:5][CH2:4][CH2:3][CH2:2][S:1][CH2:10][C:11]([C:13]1[CH:22]=[CH:21][C:16]2[NH:17][C:18](=[O:20])[NH:19][C:15]=2[CH:14]=1)=[O:12]. The yield is 0.560. (3) The reactants are [N:1]1[CH:6]=[C:5]([CH2:7][C:8]2[C:9](=[O:15])[NH:10][C:11](=[S:14])[NH:12][CH:13]=2)[CH:4]=[N:3][CH:2]=1.[CH3:16]CN(C(C)C)C(C)C.[Cl:25][C:26]1[CH:31]=[CH:30][C:29]([O:32][C:33]2[CH:38]=[CH:37][C:36]([CH2:39]Cl)=[CH:35][CH:34]=2)=[CH:28][C:27]=1[C:41]([F:44])([F:43])[F:42].CI. The catalyst is C(Cl)Cl.[Zn+2].[Br-].[Br-].CN1C(=O)CCC1. The product is [Cl:25][C:26]1[CH:31]=[CH:30][C:29]([O:32][C:33]2[CH:38]=[CH:37][C:36]([CH2:39][S:14][C:11]3[N:12]([CH3:16])[CH:13]=[C:8]([CH2:7][C:5]4[CH:6]=[N:1][CH:2]=[N:3][CH:4]=4)[C:9](=[O:15])[N:10]=3)=[CH:35][CH:34]=2)=[CH:28][C:27]=1[C:41]([F:44])([F:43])[F:42]. The yield is 0.0597.